From a dataset of Full USPTO retrosynthesis dataset with 1.9M reactions from patents (1976-2016). Predict the reactants needed to synthesize the given product. (1) The reactants are: [NH:1]1[C:5]2[N:6]=[CH:7][CH:8]=[C:9]([C:10]([O:12]C)=[O:11])[C:4]=2[CH:3]=[CH:2]1.[OH-].[Na+]. Given the product [NH:1]1[C:5]2[N:6]=[CH:7][CH:8]=[C:9]([C:10]([OH:12])=[O:11])[C:4]=2[CH:3]=[CH:2]1, predict the reactants needed to synthesize it. (2) Given the product [CH2:21]([O:22][CH2:23][CH2:24][O:1][C:2]1[CH:3]=[CH:4][C:5]([CH2:8][NH:9][C:10](=[O:18])[C:11]2[CH:16]=[CH:15][CH:14]=[N:13][C:12]=2[NH2:17])=[CH:6][CH:7]=1)[CH3:20], predict the reactants needed to synthesize it. The reactants are: [OH:1][C:2]1[CH:7]=[CH:6][C:5]([CH2:8][NH:9][C:10](=[O:18])[C:11]2[CH:16]=[CH:15][CH:14]=[N:13][C:12]=2[NH2:17])=[CH:4][CH:3]=1.Br[CH2:20][CH2:21][O:22][CH2:23][CH3:24].C(=O)([O-])[O-].[Cs+].[Cs+].CN(C=O)C. (3) The reactants are: [CH3:1][O:2][C:3]1[CH:8]=[C:7]([NH2:9])[CH:6]=[C:5]([O:10][CH2:11][CH2:12][O:13][CH2:14][CH2:15][O:16][CH2:17][CH2:18][O:19][CH3:20])[N:4]=1.Cl[C:22]1[N:27]=[C:26]([O:28][C:29]2[C:38]3[C:33](=[CH:34][CH:35]=[CH:36][CH:37]=3)[C:32]([NH:39][C:40](=[O:46])[O:41][C:42]([CH3:45])([CH3:44])[CH3:43])=[CH:31][CH:30]=2)[CH:25]=[CH:24][N:23]=1.C([O-])([O-])=O.[Cs+].[Cs+]. Given the product [CH3:1][O:2][C:3]1[CH:8]=[C:7]([NH:9][C:22]2[N:27]=[C:26]([O:28][C:29]3[C:38]4[C:33](=[CH:34][CH:35]=[CH:36][CH:37]=4)[C:32]([NH:39][C:40](=[O:46])[O:41][C:42]([CH3:44])([CH3:43])[CH3:45])=[CH:31][CH:30]=3)[CH:25]=[CH:24][N:23]=2)[CH:6]=[C:5]([O:10][CH2:11][CH2:12][O:13][CH2:14][CH2:15][O:16][CH2:17][CH2:18][O:19][CH3:20])[N:4]=1, predict the reactants needed to synthesize it. (4) Given the product [N:41]1([CH2:40][C:37]2[CH:36]=[CH:35][C:34]([C:33]([NH:54][CH2:53][CH2:51][OH:52])=[O:50])=[CH:39][CH:38]=2)[CH2:46][CH2:45][CH2:44][N:43]2[CH2:47][CH2:48][CH2:49][CH:42]12, predict the reactants needed to synthesize it. The reactants are: [Cl-].CC1C=C(C)C=C(C)C=1[N+]1C=CN(C2C(C)=CC(C)=CC=2C)C=1.CC(C)([O-])C.[K+].CO[C:33](=[O:50])[C:34]1[CH:39]=[CH:38][C:37]([CH2:40][N:41]2[CH2:46][CH2:45][CH2:44][N:43]3[CH2:47][CH2:48][CH2:49][CH:42]23)=[CH:36][CH:35]=1.[CH2:51]([CH2:53][NH2:54])[OH:52]. (5) Given the product [CH2:21]([O:7][C:8]1[CH:17]=[C:16]([N+:18]([O-:20])=[O:19])[CH:15]=[CH:14][C:9]=1[C:10]([O:12][CH3:13])=[O:11])[C:22]1[CH:27]=[CH:26][CH:25]=[CH:24][CH:23]=1, predict the reactants needed to synthesize it. The reactants are: C(=O)([O-])[O-].[K+].[K+].[OH:7][C:8]1[CH:17]=[C:16]([N+:18]([O-:20])=[O:19])[CH:15]=[CH:14][C:9]=1[C:10]([O:12][CH3:13])=[O:11].[CH2:21](Br)[C:22]1[CH:27]=[CH:26][CH:25]=[CH:24][CH:23]=1. (6) Given the product [Cl:1][C:2]1[CH:3]=[C:4]([C:12]2[O:16][N:15]=[C:14]([C:17]3[N:18]=[CH:19][C:20]([CH2:26][CH2:27][C:28]([OH:30])=[O:29])=[C:21]4[CH:25]=[CH:24][NH:23][C:22]=34)[N:13]=2)[CH:5]=[CH:6][C:7]=1[O:8][CH:9]([CH3:11])[CH3:10], predict the reactants needed to synthesize it. The reactants are: [Cl:1][C:2]1[CH:3]=[C:4]([C:12]2[O:16][N:15]=[C:14]([C:17]3[N:18]=[CH:19][C:20]([CH2:26][CH2:27][C:28]([O:30]CC)=[O:29])=[C:21]4[CH:25]=[CH:24][NH:23][C:22]=34)[N:13]=2)[CH:5]=[CH:6][C:7]=1[O:8][CH:9]([CH3:11])[CH3:10].[OH-].[Na+].Cl. (7) Given the product [CH3:23][C:13]1[S:14][C:15]([C:16]2[CH:17]=[C:18]([CH3:22])[CH:19]=[CH:20][CH:21]=2)=[C:11]([C:9]([N:8]2[CH2:7][C@H:6]3[C@H:4]([CH2:5]3)[C@H:3]2[CH2:2][NH:1][C:33]([C:32]2[N:31]3[C:27]([S:28][CH:29]=[CH:30]3)=[N:26][C:25]=2[Cl:24])=[O:34])=[O:10])[N:12]=1, predict the reactants needed to synthesize it. The reactants are: [NH2:1][CH2:2][C@H:3]1[N:8]([C:9]([C:11]2[N:12]=[C:13]([CH3:23])[S:14][C:15]=2[C:16]2[CH:17]=[C:18]([CH3:22])[CH:19]=[CH:20][CH:21]=2)=[O:10])[CH2:7][C@H:6]2[C@@H:4]1[CH2:5]2.[Cl:24][C:25]1[N:26]=[C:27]2[N:31]([C:32]=1[C:33](O)=[O:34])[CH:30]=[CH:29][S:28]2.